This data is from Forward reaction prediction with 1.9M reactions from USPTO patents (1976-2016). The task is: Predict the product of the given reaction. (1) The product is: [I:1][C:2]1[CH:3]=[C:4]2[C:8](=[CH:9][CH:10]=1)[N:7]([CH2:14][CH2:15][OH:16])[CH:6]=[CH:5]2. Given the reactants [I:1][C:2]1[CH:3]=[C:4]2[C:8](=[CH:9][CH:10]=1)[NH:7][CH:6]=[CH:5]2.[OH-].[K+].Cl[CH2:14][CH2:15][OH:16].CCOC(C)=O, predict the reaction product. (2) Given the reactants [CH2:1]([O:8][C:9]([N:11]1[CH2:15][CH:14]([OH:16])[CH2:13][CH:12]1[C:17]([C:19]1[C:27]2[C:22](=[CH:23][C:24]([F:28])=[CH:25][CH:26]=2)[NH:21][CH:20]=1)=O)=[O:10])[C:2]1[CH:7]=[CH:6][CH:5]=[CH:4][CH:3]=1.[Li+].[BH4-].CS(O)(=O)=O, predict the reaction product. The product is: [CH2:1]([O:8][C:9]([N:11]1[CH2:15][CH:14]([OH:16])[CH2:13][CH:12]1[CH2:17][C:19]1[C:27]2[C:22](=[CH:23][C:24]([F:28])=[CH:25][CH:26]=2)[NH:21][CH:20]=1)=[O:10])[C:2]1[CH:7]=[CH:6][CH:5]=[CH:4][CH:3]=1. (3) The product is: [C:41]([NH:15][C:20]1[C:65]([CH:64]=[NH:61])=[C:24](/[CH:12]=[CH:13]/[CH2:14][N:15]([C:20]2[CH:25]=[CH:24][C:23]([O:26][CH:27]3[CH2:32][CH2:31][N:30]([C:33]4[CH2:37][CH2:36][CH2:35][N:34]=4)[CH2:29][CH2:28]3)=[C:22]([C:38](=[O:40])[NH2:39])[CH:21]=2)[S:16]([CH3:19])(=[O:18])=[O:17])[CH:23]=[CH:22][CH:21]=1)(=[O:49])[C:42]1[CH:43]=[CH:44][CH:45]=[CH:46][CH:47]=1. Given the reactants Cl.Cl.C(C1C=C(/[CH:12]=[CH:13]/[CH2:14][N:15]([C:20]2[CH:25]=[CH:24][C:23]([O:26][CH:27]3[CH2:32][CH2:31][N:30]([C:33]4[CH2:37][CH2:36][CH2:35][N:34]=4)[CH2:29][CH2:28]3)=[C:22]([C:38](=[O:40])[NH2:39])[CH:21]=2)[S:16]([CH3:19])(=[O:18])=[O:17])C=CC=1)(=N)N.[C:41]([O:49]C1C=CC([N+]([O-])=O)=CC=1)(=O)[C:42]1[CH:47]=[CH:46][CH:45]=[CH:44][CH:43]=1.C([N:61]([CH2:64][CH3:65])CC)C, predict the reaction product. (4) Given the reactants [CH:1]1([S:6][CH:7]([C:11]2[CH:16]=[CH:15][CH:14]=[C:13]([C:17]#[N:18])[CH:12]=2)[C:8]([OH:10])=O)[CH2:5][CH2:4][CH2:3][CH2:2]1.[NH2:19][C:20]1[CH:25]=[CH:24][CH:23]=[CH:22][N:21]=1, predict the reaction product. The product is: [CH:1]1([S:6][CH:7]([C:11]2[CH:16]=[CH:15][CH:14]=[C:13]([C:17]#[N:18])[CH:12]=2)[C:8]([NH:19][C:20]2[CH:25]=[CH:24][CH:23]=[CH:22][N:21]=2)=[O:10])[CH2:2][CH2:3][CH2:4][CH2:5]1. (5) Given the reactants [Cl:1][C:2]1[CH:7]=[CH:6][CH:5]=[CH:4][C:3]=1[C:8]1[C:12]([C:13]([O:15]C)=[O:14])=[CH:11][N:10]([C:17]2[CH:22]=[CH:21][N:20]=[C:19]([Cl:23])[CH:18]=2)[N:9]=1.[OH-].[Na+], predict the reaction product. The product is: [Cl:1][C:2]1[CH:7]=[CH:6][CH:5]=[CH:4][C:3]=1[C:8]1[C:12]([C:13]([OH:15])=[O:14])=[CH:11][N:10]([C:17]2[CH:22]=[CH:21][N:20]=[C:19]([Cl:23])[CH:18]=2)[N:9]=1. (6) Given the reactants [BH4-].[Na+].[F:3][C:4]([F:23])([F:22])[C:5]1[CH:6]=[CH:7][C:8]([C:11]2[N:16]=[CH:15][N:14]=[C:13]([C:17](OCC)=[O:18])[CH:12]=2)=[N:9][CH:10]=1, predict the reaction product. The product is: [F:23][C:4]([F:3])([F:22])[C:5]1[CH:6]=[CH:7][C:8]([C:11]2[N:16]=[CH:15][N:14]=[C:13]([CH2:17][OH:18])[CH:12]=2)=[N:9][CH:10]=1. (7) Given the reactants C([O:3][C:4](=[O:14])[CH2:5][CH2:6][CH2:7][N:8]1[CH2:13][CH2:12][CH2:11][CH2:10][CH2:9]1)C.[OH-].[Na+].Cl, predict the reaction product. The product is: [N:8]1([CH2:7][CH2:6][CH2:5][C:4]([OH:14])=[O:3])[CH2:13][CH2:12][CH2:11][CH2:10][CH2:9]1. (8) Given the reactants [CH2:1]([O:8][C:9]1[C:10]([CH2:23][CH2:24][CH2:25][CH2:26][CH2:27][CH2:28][CH2:29][CH2:30][CH2:31][CH2:32][O:33][CH2:34][O:35][CH3:36])=[N:11][C:12]([N:16]2C(C)=CC=C2C)=[N:13][C:14]=1[CH3:15])[C:2]1[CH:7]=[CH:6][CH:5]=[CH:4][CH:3]=1.Cl.NO.[OH-].[K+].[OH-].[Na+], predict the reaction product. The product is: [CH2:1]([O:8][C:9]1[C:10]([CH2:23][CH2:24][CH2:25][CH2:26][CH2:27][CH2:28][CH2:29][CH2:30][CH2:31][CH2:32][O:33][CH2:34][O:35][CH3:36])=[N:11][C:12]([NH2:16])=[N:13][C:14]=1[CH3:15])[C:2]1[CH:3]=[CH:4][CH:5]=[CH:6][CH:7]=1. (9) Given the reactants [CH3:1][O:2][C:3](=[O:18])[CH:4]([N:13]1[CH:17]=[CH:16][CH:15]=[CH:14]1)[CH2:5][C:6]1[CH:11]=[CH:10][C:9]([OH:12])=[CH:8][CH:7]=1.CO[C:21](=O)[C@@H:22]([N:31]1C=CC=[CH:32]1)CC1C=CC(O)=CC=1.C1(P(C2C=CC=CC=2)C2C=CC=CC=2)C=CC=CC=1.[Cl:56][C:57]1[CH:66]=[C:65]2[C:60]([C:61](CNCCO)=[CH:62][CH:63]=[N:64]2)=[CH:59][CH:58]=1.CC(OC(/N=N/C(OC(C)C)=O)=O)C, predict the reaction product. The product is: [CH3:1][O:2][C:3](=[O:18])[C@@H:4]([N:13]1[CH:17]=[CH:16][CH:15]=[CH:14]1)[CH2:5][C:6]1[CH:11]=[CH:10][C:9]([O:12][CH2:21][CH2:22][N:31]([C:61]2[C:60]3[C:65](=[CH:66][C:57]([Cl:56])=[CH:58][CH:59]=3)[N:64]=[CH:63][CH:62]=2)[CH3:32])=[CH:8][CH:7]=1. (10) Given the reactants [CH2:1]=[C:2]1[CH2:7][CH2:6][CH:5]([N:8]2[CH2:13][CH2:12][N:11]([C:14]3[CH:24]=[CH:23][C:17]([C:18]([O:20][CH2:21][CH3:22])=[O:19])=[CH:16][CH:15]=3)[CH2:10][CH2:9]2)[CH2:4][CH2:3]1.[H][H], predict the reaction product. The product is: [CH3:1][C@@H:2]1[CH2:7][CH2:6][C@H:5]([N:8]2[CH2:9][CH2:10][N:11]([C:14]3[CH:15]=[CH:16][C:17]([C:18]([O:20][CH2:21][CH3:22])=[O:19])=[CH:23][CH:24]=3)[CH2:12][CH2:13]2)[CH2:4][CH2:3]1.[CH3:1][C@H:2]1[CH2:7][CH2:6][C@H:5]([N:8]2[CH2:9][CH2:10][N:11]([C:14]3[CH:15]=[CH:16][C:17]([C:18]([O:20][CH2:21][CH3:22])=[O:19])=[CH:23][CH:24]=3)[CH2:12][CH2:13]2)[CH2:4][CH2:3]1.